Dataset: Forward reaction prediction with 1.9M reactions from USPTO patents (1976-2016). Task: Predict the product of the given reaction. (1) Given the reactants [Cl:1][C:2]1[CH:3]=[C:4]([N:9]([CH2:19][C:20]2[C:29]3[C:24](=[C:25]([F:31])[C:26]([F:30])=[CH:27][CH:28]=3)[NH:23][C:22](=[O:32])[CH:21]=2)[C:10]([C:12]2[CH:13]=[N:14][O:15][C:16]=2[CH2:17]Cl)=[O:11])[CH:5]=[CH:6][C:7]=1[F:8].[CH3:33][NH:34][CH3:35].P([O-])([O-])([O-])=O.C(Cl)Cl, predict the reaction product. The product is: [Cl:1][C:2]1[CH:3]=[C:4]([N:9]([CH2:19][C:20]2[C:29]3[C:24](=[C:25]([F:31])[C:26]([F:30])=[CH:27][CH:28]=3)[NH:23][C:22](=[O:32])[CH:21]=2)[C:10]([C:12]2[CH:13]=[N:14][O:15][C:16]=2[CH2:17][N:34]([CH3:35])[CH3:33])=[O:11])[CH:5]=[CH:6][C:7]=1[F:8]. (2) Given the reactants [C:1]([O:18][CH2:19][CH:20]([CH2:22]O)[OH:21])(=[O:17])[CH2:2][CH2:3][CH2:4][CH2:5][CH2:6][CH2:7][CH2:8][CH2:9][CH2:10][CH2:11][CH2:12][CH2:13][CH2:14][CH2:15][CH3:16].C1(N=C=NC2CCCCC2)CCCCC1.CN(C1C=CC=CN=1)C.[C:48]([OH:67])(=[O:66])[CH2:49][CH2:50][CH2:51][CH2:52][CH2:53][CH2:54][CH2:55]/[CH:56]=[CH:57]\[CH2:58][CH2:59][CH2:60][CH2:61][CH2:62][CH2:63][CH2:64][CH3:65], predict the reaction product. The product is: [C:48]([O:67][CH2:22][CH:20]([CH2:19][O:18][C:1](=[O:17])[CH2:2][CH2:3][CH2:4][CH2:5][CH2:6][CH2:7][CH2:8][CH2:9][CH2:10][CH2:11][CH2:12][CH2:13][CH2:14][CH2:15][CH3:16])[OH:21])(=[O:66])[CH2:49][CH2:50][CH2:51][CH2:52][CH2:53][CH2:54][CH2:55]/[CH:56]=[CH:57]\[CH2:58][CH2:59][CH2:60][CH2:61][CH2:62][CH2:63][CH2:64][CH3:65].